Dataset: M1 muscarinic receptor agonist screen with 61,833 compounds. Task: Binary Classification. Given a drug SMILES string, predict its activity (active/inactive) in a high-throughput screening assay against a specified biological target. (1) The drug is s1c(N2CCN(CC2)CC(=O)Nc2cc3OCOc3cc2)nc(c1)c1cc(OC)ccc1. The result is 0 (inactive). (2) The drug is S(CC(=O)NC1CC1)c1ncccc1c1[nH]c2c(n1)cccc2. The result is 0 (inactive). (3) The molecule is O=C(NCc1cccnc1)c1c(cccc1)C(O)=O. The result is 0 (inactive). (4) The compound is s1c(NC(=O)C2C3CC(C2C(O)=O)CC3)ncc1CC(OC)=O. The result is 0 (inactive). (5) The drug is OC(CNC(C)(C)C)COc1c(OCc2onc(n2)C)cccc1. The result is 0 (inactive).